Dataset: Full USPTO retrosynthesis dataset with 1.9M reactions from patents (1976-2016). Task: Predict the reactants needed to synthesize the given product. (1) Given the product [CH:12]1[CH:11]=[CH:10][C:9]2[C:8](=[CH:14][CH:15]=[CH:6][C:5]=2[OH:7])[CH:13]=1, predict the reactants needed to synthesize it. The reactants are: C(O[C:5](=[O:7])[CH3:6])(=O)C.[C:8]1([CH3:14])[CH:13]=[CH:12][CH:11]=[CH:10][CH:9]=1.[C:15]([O-])(=O)C.[Na+]. (2) Given the product [Br-:1].[CH3:17][C:10]1[CH:11]=[C:12]([CH3:16])[CH:13]=[C:14]([CH3:15])[C:9]=1[C:7]([P:5]([CH2:4][CH2:3][CH2:2][N+:34]1[CH:33]=[CH:32][N:31]([CH3:35])[CH:30]=1)([C:18](=[O:19])[C:20]1[C:25]([CH3:26])=[CH:24][C:23]([CH3:27])=[CH:22][C:21]=1[CH3:28])=[O:6])=[O:8], predict the reactants needed to synthesize it. The reactants are: [Br:1][CH2:2][CH2:3][CH2:4][P:5]([C:18]([C:20]1[C:25]([CH3:26])=[CH:24][C:23]([CH3:27])=[CH:22][C:21]=1[CH3:28])=[O:19])([C:7]([C:9]1[C:14]([CH3:15])=[CH:13][C:12]([CH3:16])=[CH:11][C:10]=1[CH3:17])=[O:8])=[O:6].C[C:30]1[NH:31][CH:32]=[CH:33][N:34]=1.[C:35]1(C)C=CC=CC=1. (3) Given the product [Br:1][C:2]1[N:7]=[C:6]([C:8]([NH:19][C:20](=[O:23])[CH2:21][Cl:22])([CH2:14][OH:15])[CH2:9][OH:10])[CH:5]=[CH:4][CH:3]=1, predict the reactants needed to synthesize it. The reactants are: [Br:1][C:2]1[N:7]=[C:6]([C:8]([NH:19][C:20](=[O:23])[CH2:21][Cl:22])([CH2:14][O:15]COC)[CH2:9][O:10]COC)[CH:5]=[CH:4][CH:3]=1.B(F)(F)F.CCOCC. (4) Given the product [C:16]([C:14]1[CH:13]=[C:12]([C:20]2[C:21]([O:26][CH3:27])=[N:22][CH:23]=[CH:24][CH:25]=2)[C:11]([OH:28])=[C:10]([CH2:9][CH2:8][C:5]2[CH:6]=[CH:7][C:2]([NH:1][S:30]([CH3:29])(=[O:32])=[O:31])=[CH:3][CH:4]=2)[CH:15]=1)([CH3:19])([CH3:17])[CH3:18], predict the reactants needed to synthesize it. The reactants are: [NH2:1][C:2]1[CH:7]=[CH:6][C:5]([CH2:8][CH2:9][C:10]2[CH:15]=[C:14]([C:16]([CH3:19])([CH3:18])[CH3:17])[CH:13]=[C:12]([C:20]3[C:21]([O:26][CH3:27])=[N:22][CH:23]=[CH:24][CH:25]=3)[C:11]=2[OH:28])=[CH:4][CH:3]=1.[CH3:29][S:30](Cl)(=[O:32])=[O:31]. (5) Given the product [CH3:1][O:2][C:3]([N:5]1[CH2:10][C:9](=[O:11])[N:8]2[CH:12]([C:15](=[O:17])[NH:50][CH2:51][C:52]([C:54]3[CH:59]=[CH:58][C:57]([Br:60])=[CH:56][CH:55]=3)=[O:53])[CH2:13][CH2:14][CH:7]2[CH2:6]1)=[O:4], predict the reactants needed to synthesize it. The reactants are: [CH3:1][O:2][C:3]([N:5]1[CH2:10][C:9](=[O:11])[N:8]2[CH:12]([C:15]([OH:17])=O)[CH2:13][CH2:14][CH:7]2[CH2:6]1)=[O:4].CN(C(ON1N=NC2C=CC=NC1=2)=[N+](C)C)C.F[P-](F)(F)(F)(F)F.CN1CCOCC1.Cl.[NH2:50][CH2:51][C:52]([C:54]1[CH:59]=[CH:58][C:57]([Br:60])=[CH:56][CH:55]=1)=[O:53]. (6) Given the product [CH2:9]([O:1][C:2]1[CH:7]=[CH:6][C:5]([CH3:8])=[N:4][CH:3]=1)[C:10]1[CH:15]=[CH:14][CH:13]=[CH:12][CH:11]=1, predict the reactants needed to synthesize it. The reactants are: [OH:1][C:2]1[CH:3]=[N:4][C:5]([CH3:8])=[CH:6][CH:7]=1.[CH2:9](Cl)[C:10]1[CH:15]=[CH:14][CH:13]=[CH:12][CH:11]=1.O.